From a dataset of Full USPTO retrosynthesis dataset with 1.9M reactions from patents (1976-2016). Predict the reactants needed to synthesize the given product. Given the product [O:1]1[CH2:2][CH2:3][CH:4]([C:7]2[N:8]=[CH:9][C:10]([NH2:13])=[N:11][CH:12]=2)[CH2:5][CH2:6]1, predict the reactants needed to synthesize it. The reactants are: [O:1]1[CH2:6][CH:5]=[C:4]([C:7]2[N:8]=[CH:9][C:10]([NH2:13])=[N:11][CH:12]=2)[CH2:3][CH2:2]1.N#N.[H][H].